From a dataset of Forward reaction prediction with 1.9M reactions from USPTO patents (1976-2016). Predict the product of the given reaction. Given the reactants [O:1]=[C:2]([C:12]1[CH:13]=[N:14][CH:15]=[CH:16][CH:17]=1)[CH2:3][NH:4][C:5](=[O:11])[O:6][C:7]([CH3:10])([CH3:9])[CH3:8].[BH4-].[Na+], predict the reaction product. The product is: [OH:1][CH:2]([C:12]1[CH:13]=[N:14][CH:15]=[CH:16][CH:17]=1)[CH2:3][NH:4][C:5](=[O:11])[O:6][C:7]([CH3:10])([CH3:9])[CH3:8].